Dataset: Drug-target binding data from BindingDB using IC50 measurements. Task: Regression. Given a target protein amino acid sequence and a drug SMILES string, predict the binding affinity score between them. We predict pIC50 (pIC50 = -log10(IC50 in M); higher means more potent). Dataset: bindingdb_ic50. (1) The compound is Cc1cccc(NC(=O)Nc2cccc(-c3csc4c(=O)cc(N5CCOCC5)oc34)c2)c1. The target protein sequence is KHAAYAWPFYKPVDVEALGLHDYCDIIKHPMDMSTIKSKLEAREYRDAQEFGADVRLMFSNCYKYNPPDHEVV. The pIC50 is 5.9. (2) The compound is CC1(C)CCC(C)(C)c2cc(C(=O)COc3ccc(C(=O)O)cc3)ccc21. The target protein (Q9NR63) has sequence MLFEGLDLVSALATLAACLVSVTLLLAVSQQLWQLRWAATRDKSCKLPIPKGSMGFPLIGETGHWLLQGSGFQSSRREKYGNVFKTHLLGRPLIRVTGAENVRKILMGEHHLVSTEWPRSTRMLLGPNTVSNSIGDIHRNKRKVFSKIFSHEALESYLPKIQLVIQDTLRAWSSHPEAINVYQEAQKLTFRMAIRVLLGFSIPEEDLGHLFEVYQQFVDNVFSLPVDLPFSGYRRGIQARQILQKGLEKAIREKLQCTQGKDYLDALDLLIESSKEHGKEMTMQELKDGTLELIFAAYATTASASTSLIMQLLKHPTVLEKLRDELRAHGILHSGGCPCEGTLRLDTLSGLRYLDCVIKEVMRLFTPISGGYRTVLQTFELDGFQIPKGWSVMYSIRDTHDTAPVFKDVNVFDPDRFSQARSEDKDGRFHYLPFGGGVRTCLGKHLAKLFLKVLAVELASTSRFELATRTFPRITLVPVLHPVDGLSVKFFGLDSNQNEI.... The pIC50 is 6.0. (3) The drug is CCc1c(-c2ccccc2C)[nH]c2c(C#N)cnn2c1=O. The target protein sequence is MEVAEVESPLNPSCKIMTFRPSMEEFREFNKYLAYMESKGAHRAGLAKVIPPKEWKPRQCYDDIDNLLIPAPIQQMVTGQSGLFTQYNIQKKAMTVKEFRQLANSGKYCTPRYLDYEDLERKYWKNLTFVAPIYGADINGSIYDEGVDEWNIARLNTVLDVVEEECGISIEGVNTPYLYFGMWKTTFAWHTEDMDLYSINYLHFGEPKSWYAIPPEHGKRLERLAQGFFPSSSQGCDAFLRHKMTLISPSVLKKYGIPFDKITQEAGEFMITFPYGYHAGFNHGFNCAESTNFATVRWIDYGKVAKLCTCRKDMVKISMDIFVRKFQPDRYQLWKQGKDIYTIDHTKPTP. The pIC50 is 5.5. (4) The compound is CC(C)CN(CCc1ccc(Br)cc1)C1CCN(c2nc(N)n[nH]2)CC1. The target protein (Q9D7Q1) has sequence MVQSLAWAGVMTLLMVQWGSAAKLVCYLTNWSQYRTEAVRFFPRDVDPNLCTHVIFAFAGMDNHQLSTVEHNDELLYQELNSLKTKNPKLKTLLAVGGWTFGTQKFTDMVATASNRQTFVKSALSFLRTQGFDGLDLDWEFPGGRGSPTVDKERFTALIQDLAKAFQEEAQSSGKERLLLTAAVPSDRGLVDAGYEVDKIAQSLDFINLMAYDFHSSLEKTTGHNSPLYKRQGESGAAAEQNVDAAVTLWLQKGTPASKLILGMPTYGRSFTLASSSDNGVGAPATGPGAPGPYTKDKGVLAYYEACSWKERHRIEDQKVPYAFQDNQWVSFDDVESFKAKAAYLKQKGLGGAMVWVLDLDDFKGSFCNQGPYPLIRTLRQELNLPSETPRSPEQIIPEPRPSSMPEQGPSPGLDNFCQGKADGVYPNPGDESTYYNCGGGRLFQQSCPPGLVFRASCKCCTWS. The pIC50 is 5.9. (5) The compound is O=C(NC[C@H]1CN(c2c(F)cc(-n3cccc3CN3CCCC3)cc2F)C(=O)O1)c1ccc(Cl)s1. The target protein (O19045) has sequence MANPLHLVLLGAALAGLLLSGSSVFISRRAANDVLARTRRANSFLEELKKGNLERECMEENCSYEEALEVFEDREKTNEFWNKYVDGDQCESNPCQNQGTCKDGLGMYTCSCVEGYEGQDCEPVTRKLCSLDNGGCDQFCKEEENSVLCSCASGYTLGDNGKSCISTELFPCGKVTLGRWRRSPATNSSEGPPEAPGPEQQDDGNLTATENPFNLLDSPEPPPEDDSSSLVRIVGGQDCRDGECPWQALLVNEENEGFCGGTILSEYHVLTAAHCLHQAKRFKVRVGDRDTEHEEGNEETHEVEVVVKHNRFVKETYDFDIAVLRLKTPITFRRNVAPACLPQKDWAESTLMAQKTGIVSGFGRTHEMGRLSTTLKMLEVPYVDRNSCKRSSSFTITQNMFCAGYDARPEDACQGDSGGPHVTRFRDTYFVTGIVSWGEGCARKGKFGVYTKVSNFLKWIEKSMRARAVPVAEAAGTPGPTQPTIKGSPS. The pIC50 is 5.5. (6) The small molecule is FC(F)Oc1ccc(NC(=S)NCc2nc3ccccc3[nH]2)cc1. The target protein (P04993) has sequence MKLQKQLLEAVEHKQLRPLDVQFALTVAGDEHPAVTLAAALLSHDAGEGHVCLPLSRLENNEASHPLLATCVSEIGELQNWEECLLASQAVSRGDEPTPMILCGDRLYLNRMWCNERTVARFFNEVNHAIEVDEALLAQTLDKLFPVSDEINWQKVAAAVALTRRISVISGGPGTGKTTTVAKLLAALIQMADGERCRIRLAAPTGKAAARLTESLGKALRQLPLTDEQKKRIPEDASTLHRLLGAQPGSQRLRHHAGNPLHLDVLVVDEASMIDLPMMSRLIDALPDHARVIFLGDRDQLASVEAGAVLGDICAYANAGFTAERARQLSRLTGTHVPAGTGTEAASLRDSLCLLQKSYRFGSDSGIGQLAAAINRGDKTAVKTVFQQDFTDIEKRLLQSGEDYIAMLEEALAGYGRYLDLLQARAEPDLIIQAFNEYQLLCALREGPFGVAGLNERIEQFMQQKRKIHRHPHSRWYEGRPVMIARNDSALGLFNGDIGI.... The pIC50 is 3.9. (7) The small molecule is Cc1cccc(Nc2cc(S(=O)(=O)[O-])c(N)c3c2C(=O)c2ccccc2C3=O)c1. The target protein (P51582) has sequence MASTESSLLRSLGLSPGPGSSEVELDCWFDEDFKFILLPVSYAVVFVLGLGLNAPTLWLFIFRLRPWDATATYMFHLALSDTLYVLSLPTLIYYYAAHNHWPFGTEICKFVRFLFYWNLYCSVLFLTCISVHRYLGICHPLRALRWGRPRLAGLLCLAVWLVVAGCLVPNLFFVTTSNKGTTVLCHDTTRPEEFDHYVHFSSAVMGLLFGVPCLVTLVCYGLMARRLYQPLPGSAQSSSRLRSLRTIAVVLTVFAVCFVPFHITRTIYYLARLLEADCRVLNIVNVVYKVTRPLASANSCLDPVLYLLTGDKYRRQLRQLCGGGKPQPRTAASSLALVSLPEDSSCRWAATPQDSSCSTPRADRL. The pIC50 is 5.7. (8) The drug is O=c1[nH]c(OCCCOc2ccc(F)cc2)nc2ncccc12. The target protein (Q8TDS4) has sequence MNRHHLQDHFLEIDKKNCCVFRDDFIVKVLPPVLGLEFIFGLLGNGLALWIFCFHLKSWKSSRIFLFNLAVADFLLIICLPFLMDNYVRRWDWKFGDIPCRLMLFMLAMNRQGSIIFLTVVAVDRYFRVVHPHHALNKISNRTAAIISCLLWGITIGLTVHLLKKKMPIQNGGANLCSSFSICHTFQWHEAMFLLEFFLPLGIILFCSARIIWSLRQRQMDRHAKIKRAITFIMVVAIVFVICFLPSVVVRIRIFWLLHTSGTQNCEVYRSVDLAFFITLSFTYMNSMLDPVVYYFSSPSFPNFFSTLINRCLQRKMTGEPDNNRSTSVELTGDPNKTRGAPEALMANSGEPWSPSYLGPTSP. The pIC50 is 6.0. (9) The drug is CCCCN1CCC(N(Cc2ccccc2)C(=O)Nc2cc(F)cc(F)c2)CC1. The target protein (Q96GG9) has sequence MNKLKSSQKDKVRQFMIFTQSSEKTAVSCLSQNDWKLDVATDNFFQNPELYIRESVKGSLDRKKLEQLYNRYKDPQDENKIGIDGIQQFCDDLALDPASISVLIIAWKFRAATQCEFSKQEFMDGMTELGCDSIEKLKAQIPKMEQELKEPGRFKDFYQFTFNFAKNPGQKGLDLEMAIAYWNLVLNGRFKFLDLWNKFLLEHHKRSIPKDTWNLLLDFSTMIADDMSNYDEEGAWPVLIDDFVEFARPQIAGTKSTTV. The pIC50 is 5.4.